Dataset: Forward reaction prediction with 1.9M reactions from USPTO patents (1976-2016). Task: Predict the product of the given reaction. (1) Given the reactants [F:1][C:2]([F:23])([C:17]1[CH:22]=[CH:21][CH:20]=[CH:19][N:18]=1)[CH2:3][NH:4][C:5]1[C:6](=[O:16])[N:7]([CH2:12][C:13]([OH:15])=O)[C:8]([CH3:11])=[CH:9][N:10]=1.[F:24][C:25]([F:34])([C:28]1[CH:33]=[CH:32][CH:31]=[CH:30][N:29]=1)[CH2:26][NH2:27], predict the reaction product. The product is: [F:34][C:25]([F:24])([C:28]1[CH:33]=[CH:32][CH:31]=[CH:30][N:29]=1)[CH2:26][NH:27][C:13](=[O:15])[CH2:12][N:7]1[C:8]([CH3:11])=[CH:9][N:10]=[C:5]([NH:4][CH2:3][C:2]([F:1])([F:23])[C:17]2[CH:22]=[CH:21][CH:20]=[CH:19][N:18]=2)[C:6]1=[O:16]. (2) Given the reactants Cl.[NH2:2][CH2:3][C:4]([OH:6])=O.[N:7]([C:10]1[CH:11]=[CH:12][C:13]([O:16][C:17](=[O:26])[N:18]([CH3:25])[C:19]2[CH:24]=[CH:23][CH:22]=[CH:21][CH:20]=2)=[N:14][CH:15]=1)=[C:8]=[S:9].CO.C(N(CC)CC)C, predict the reaction product. The product is: [O:6]=[C:4]1[N:7]([C:10]2[CH:11]=[CH:12][C:13]([O:16][C:17](=[O:26])[N:18]([CH3:25])[C:19]3[CH:24]=[CH:23][CH:22]=[CH:21][CH:20]=3)=[N:14][CH:15]=2)[C:8](=[S:9])[NH:2][CH2:3]1. (3) Given the reactants [Br:1][C:2]1[CH:3]=[C:4]([F:11])[C:5]([CH2:9][OH:10])=[C:6]([OH:8])[CH:7]=1.[Br:12][CH2:13][CH:14](OC)OC.OS(O)(=O)=O, predict the reaction product. The product is: [Br:1][C:2]1[CH:3]=[C:4]([F:11])[C:5]2[CH2:9][O:10][CH:14]([CH2:13][Br:12])[O:8][C:6]=2[CH:7]=1. (4) The product is: [C:1]([O:5][C:6](=[O:28])[NH:7][C:8]1([C:12]2[CH:17]=[CH:16][C:15]([C:18]3[N:29]=[C:30]4[CH:35]=[C:34]([C:36]#[N:37])[CH:33]=[CH:32][N:31]4[C:19]=3[C:20]3[CH:25]=[CH:24][CH:23]=[CH:22][CH:21]=3)=[CH:14][CH:13]=2)[CH2:11][CH2:10][CH2:9]1)([CH3:4])([CH3:3])[CH3:2]. Given the reactants [C:1]([O:5][C:6](=[O:28])[NH:7][C:8]1([C:12]2[CH:17]=[CH:16][C:15]([C:18](=O)[CH:19](Br)[C:20]3[CH:25]=[CH:24][CH:23]=[CH:22][CH:21]=3)=[CH:14][CH:13]=2)[CH2:11][CH2:10][CH2:9]1)([CH3:4])([CH3:3])[CH3:2].[NH2:29][C:30]1[CH:35]=[C:34]([C:36]#[N:37])[CH:33]=[CH:32][N:31]=1, predict the reaction product. (5) Given the reactants [Li]CCCC.C([Mg]Cl)CCC.Br[C:13]1[CH:18]=[CH:17][CH:16]=[C:15]([Br:19])[N:14]=1.CN([CH:23]=[O:24])C.C(O)(=O)CC(CC(O)=O)(C(O)=O)O, predict the reaction product. The product is: [Br:19][C:15]1[N:14]=[C:13]([CH:23]=[O:24])[CH:18]=[CH:17][CH:16]=1. (6) Given the reactants I[C:2]1[CH:7]=[CH:6][N:5]=[C:4]([S:8][CH3:9])[N:3]=1.[CH3:10][C:11]1[C:15](B(O)O)=[C:14]([CH3:19])[O:13][N:12]=1.C([O-])([O-])=O.[Na+].[Na+].C1(P(C2C=CC=CC=2)C2C=CC=CC=2)C=CC=CC=1, predict the reaction product. The product is: [CH3:10][C:11]1[C:15]([C:2]2[CH:7]=[CH:6][N:5]=[C:4]([S:8][CH3:9])[N:3]=2)=[C:14]([CH3:19])[O:13][N:12]=1.